This data is from Forward reaction prediction with 1.9M reactions from USPTO patents (1976-2016). The task is: Predict the product of the given reaction. (1) Given the reactants C(O)(C(F)(F)F)=O.C(OC(=O)[NH:14][C@@H:15]([CH2:42][C:43]1[CH:48]=[CH:47][C:46]([Cl:49])=[CH:45][CH:44]=1)[C:16]([N:18]1[CH2:23][CH2:22][N:21]([C:24]2[C:25]3[N:34]=[C:33]([C:35]4[CH:40]=[CH:39][C:38]([F:41])=[CH:37][CH:36]=4)[CH:32]=[CH:31][C:26]=3[N:27]=[C:28]([NH2:30])[N:29]=2)[CH2:20][CH2:19]1)=[O:17])(C)(C)C, predict the reaction product. The product is: [NH2:30][C:28]1[N:29]=[C:24]([N:21]2[CH2:20][CH2:19][N:18]([C:16](=[O:17])[C@@H:15]([NH2:14])[CH2:42][C:43]3[CH:48]=[CH:47][C:46]([Cl:49])=[CH:45][CH:44]=3)[CH2:23][CH2:22]2)[C:25]2[N:34]=[C:33]([C:35]3[CH:36]=[CH:37][C:38]([F:41])=[CH:39][CH:40]=3)[CH:32]=[CH:31][C:26]=2[N:27]=1. (2) Given the reactants [H-].[Na+].[S:3]1[CH:7]=[CH:6][C:5]2[C:8]([N:12]3[CH2:17][CH2:16][N:15]([CH2:18][CH2:19][CH2:20][CH2:21][O:22][C:23]4[CH:32]=[C:31]5[C:26]([CH2:27][CH2:28][C:29](=[O:33])[NH:30]5)=[CH:25][CH:24]=4)[CH2:14][CH2:13]3)=[CH:9][CH:10]=[CH:11][C:4]1=2.[C:34]([O:42][CH2:43]Cl)(=[O:41])[C:35]1[CH:40]=[CH:39][CH:38]=[CH:37][CH:36]=1.[Cl-].[NH4+], predict the reaction product. The product is: [S:3]1[CH:7]=[CH:6][C:5]2[C:8]([N:12]3[CH2:13][CH2:14][N:15]([CH2:18][CH2:19][CH2:20][CH2:21][O:22][C:23]4[CH:32]=[C:31]5[C:26]([CH2:27][CH2:28][C:29](=[O:33])[N:30]5[CH2:43][O:42][C:34](=[O:41])[C:35]5[CH:40]=[CH:39][CH:38]=[CH:37][CH:36]=5)=[CH:25][CH:24]=4)[CH2:16][CH2:17]3)=[CH:9][CH:10]=[CH:11][C:4]1=2. (3) Given the reactants [Cl:1][C:2]1[CH:10]=[CH:9][C:5]([CH2:6][C:7]#[N:8])=[C:4]([F:11])[CH:3]=1.[CH:12]1([CH2:15][CH:16]=O)[CH2:14][CH2:13]1.[OH-].[Na+], predict the reaction product. The product is: [Cl:1][C:2]1[CH:10]=[CH:9][C:5](/[C:6](=[CH:16]/[CH2:15][CH:12]2[CH2:14][CH2:13]2)/[C:7]#[N:8])=[C:4]([F:11])[CH:3]=1. (4) Given the reactants [OH:1][C@@H:2]([CH2:30][OH:31])[CH2:3][CH2:4][O:5][C:6]1[CH:14]=[C:13]([F:15])[CH:12]=[C:11]([NH:16][C:17]2[CH:22]=[CH:21][C:20]([C:23]#[C:24][Si](C)(C)C)=[CH:19][C:18]=2[F:29])[C:7]=1[C:8]([NH2:10])=[O:9].CCCC[N+](CCCC)(CCCC)CCCC.[F-], predict the reaction product. The product is: [OH:1][C@@H:2]([CH2:30][OH:31])[CH2:3][CH2:4][O:5][C:6]1[CH:14]=[C:13]([F:15])[CH:12]=[C:11]([NH:16][C:17]2[CH:22]=[CH:21][C:20]([C:23]#[CH:24])=[CH:19][C:18]=2[F:29])[C:7]=1[C:8]([NH2:10])=[O:9]. (5) Given the reactants [CH3:1][N:2]1[C:6](=[O:7])[CH:5]=[CH:4][C:3]1=[O:8].FC(F)(F)C(O)=O.CO[CH2:18][N:19]([CH2:25][C:26]1[CH:31]=[CH:30][CH:29]=[CH:28][CH:27]=1)[CH2:20][Si](C)(C)C, predict the reaction product. The product is: [CH2:25]([N:19]1[CH2:20][CH:4]2[C:3](=[O:8])[N:2]([CH3:1])[C:6](=[O:7])[CH:5]2[CH2:18]1)[C:26]1[CH:31]=[CH:30][CH:29]=[CH:28][CH:27]=1.